This data is from Catalyst prediction with 721,799 reactions and 888 catalyst types from USPTO. The task is: Predict which catalyst facilitates the given reaction. Reactant: Cl.Cl.[C:3]([N:6]1[C:15]2[C:10](=[CH:11][C:12]([N:16]3[CH:20]=[C:19]([CH3:21])[N:18]=[CH:17]3)=[CH:13][CH:14]=2)[C@H:9]([NH2:22])[CH2:8][C@@H:7]1[CH3:23])(=[O:5])[CH3:4].CC(C)([O-])C.[Na+].Br[C:31]1[CH:36]=[CH:35][C:34]([F:37])=[CH:33][N:32]=1.C1(P(C2CCCCC2)C2C=CC=CC=2C2C(N(C)C)=CC=CC=2)CCCCC1.[Na]. Product: [C:3]([N:6]1[C:15]2[C:10](=[CH:11][C:12]([N:16]3[CH:20]=[C:19]([CH3:21])[N:18]=[CH:17]3)=[CH:13][CH:14]=2)[C@H:9]([NH:22][C:31]2[CH:36]=[CH:35][C:34]([F:37])=[CH:33][N:32]=2)[CH2:8][C@@H:7]1[CH3:23])(=[O:5])[CH3:4]. The catalyst class is: 101.